Predict the reaction yield, written as a fraction of the theoretical maximum amount of product (1.0 means a 100% yield; for example, 0.34 means a 34% yield). From a dataset of Reaction yield outcomes from USPTO patents with 853,638 reactions. (1) The reactants are Br[C:2]1[CH:7]=[C:6]([O:8][CH2:9][CH3:10])[CH:5]=[CH:4][C:3]=1[O:11][C:12]([F:15])([F:14])[F:13].C([Li])CCC.C([O:24][B:25](OC(C)C)[O:26]C(C)C)(C)C. The catalyst is O1CCCC1. The product is [F:13][C:12]([F:15])([F:14])[O:11][C:3]1[CH:4]=[CH:5][C:6]([O:8][CH2:9][CH3:10])=[CH:7][C:2]=1[B:25]([OH:26])[OH:24]. The yield is 0.710. (2) The reactants are [CH2:1]([O:4][CH2:5][CH2:6][CH2:7][CH2:8][CH2:9][CH2:10][OH:11])[CH2:2][CH3:3].C1C=C[NH+]=CC=1.C1C=C[NH+]=CC=1.[O-][Cr](O[Cr]([O-])(=O)=O)(=O)=O.ClCCl.C([O-])(=O)C.[Na+]. The catalyst is C(OCC)(=O)C. The product is [CH2:1]([O:4][CH2:5][CH2:6][CH2:7][CH2:8][CH2:9][CH:10]=[O:11])[CH2:2][CH3:3]. The yield is 0.710. (3) The reactants are [N:1]([C:4]1[CH:11]=[CH:10][C:7]([C:8]#[N:9])=[CH:6][CH:5]=1)=[C:2]=[O:3].[NH2:12][C@@H:13]1[CH2:18][CH2:17][N:16]([C:19]([O:21][C:22]([CH3:25])([CH3:24])[CH3:23])=[O:20])[C@@H:15]([C:26]([O:28][CH3:29])=[O:27])[CH2:14]1.CCN(CC)CC.N. The catalyst is C1COCC1.CO. The product is [C:8]([C:7]1[CH:10]=[CH:11][C:4]([NH:1][C:2](=[O:3])[NH:12][C@@H:13]2[CH2:18][CH2:17][N:16]([C:19]([O:21][C:22]([CH3:23])([CH3:24])[CH3:25])=[O:20])[C@@H:15]([C:26]([O:28][CH3:29])=[O:27])[CH2:14]2)=[CH:5][CH:6]=1)#[N:9]. The yield is 0.900. (4) The yield is 0.880. The reactants are [ClH:1].[Cl:2][C:3]1[CH:8]=[CH:7][C:6]([CH:9]2[N:13]([C:14]3[CH:19]=[CH:18][C:17]([Cl:20])=[CH:16][C:15]=3[Cl:21])[N:12]=[C:11]([CH2:22][NH2:23])[CH2:10]2)=[CH:5][CH:4]=1.[F:24][C:25]1[CH:26]=[CH:27][C:28]([CH3:35])=[C:29]([S:31](Cl)(=[O:33])=[O:32])[CH:30]=1. The product is [Cl:1][C:28]1([CH3:35])[CH:27]=[CH:26][C:25]([F:24])=[CH:30][CH:29]1[S:31]([NH:23][CH2:22][C:11]1[CH2:10][CH:9]([C:6]2[CH:5]=[CH:4][C:3]([Cl:2])=[CH:8][CH:7]=2)[N:13]([C:14]2[CH:19]=[CH:18][C:17]([Cl:20])=[CH:16][C:15]=2[Cl:21])[N:12]=1)(=[O:33])=[O:32]. No catalyst specified.